Dataset: Full USPTO retrosynthesis dataset with 1.9M reactions from patents (1976-2016). Task: Predict the reactants needed to synthesize the given product. (1) Given the product [CH2:1]([O:3][C:4](=[O:22])/[C:5](/[NH2:27])=[CH:6]/[C:7](=[O:20])/[CH:8]=[CH:9]/[C:10]1[CH:15]=[CH:14][C:13]([Cl:16])=[C:12]([O:17][CH3:18])[C:11]=1[F:19])[CH3:2], predict the reactants needed to synthesize it. The reactants are: [CH2:1]([O:3][C:4](=[O:22])[C:5](=O)[CH2:6][C:7](=[O:20])/[CH:8]=[CH:9]/[C:10]1[CH:15]=[CH:14][C:13]([Cl:16])=[C:12]([O:17][CH3:18])[C:11]=1[F:19])[CH3:2].C([O-])(=O)C.[NH4+:27]. (2) Given the product [Br:12][C:13]1[CH:14]=[C:15]([CH:19]=[O:20])[CH:16]=[N:17][CH:18]=1, predict the reactants needed to synthesize it. The reactants are: [Cr](Cl)([O-])(=O)=O.[NH+]1C=CC=CC=1.[Br:12][C:13]1[CH:14]=[C:15]([CH2:19][OH:20])[CH:16]=[N:17][CH:18]=1.C(OCC)C. (3) Given the product [F:9][C:5]1[CH:6]=[CH:7][CH:8]=[C:3]([C:1]2[N:21]([CH3:26])[CH2:25][CH2:24][N:2]=2)[C:4]=1[N:10]1[CH:14]=[C:13]([C:15]([O:17][CH2:18][CH3:19])=[O:16])[C:12]([CH3:20])=[N:11]1, predict the reactants needed to synthesize it. The reactants are: [C:1]([C:3]1[CH:8]=[CH:7][CH:6]=[C:5]([F:9])[C:4]=1[N:10]1[CH:14]=[C:13]([C:15]([O:17][CH2:18][CH3:19])=[O:16])[C:12]([CH3:20])=[N:11]1)#[N:2].[NH:21]1[CH:25]=[CH:24]C=N1.[CH2:26](N)CN.P12(SP3(SP(SP(S3)(S1)=S)(=S)S2)=S)=S. (4) The reactants are: [CH3:1][O:2][C:3](=[O:21])[CH:4]([O:19][CH3:20])[CH2:5][C:6]1[CH:11]=[CH:10][C:9]([O:12][CH2:13][CH2:14][CH2:15]Br)=[C:8]([O:17][CH3:18])[CH:7]=1.[CH3:22][O:23][C:24]([C:26]1[CH:31]=[CH:30][C:29]([C:32]2[CH:37]=[CH:36][C:35]([OH:38])=[CH:34][CH:33]=2)=[CH:28][CH:27]=1)=[O:25]. Given the product [CH3:22][O:23][C:24]([C:26]1[CH:31]=[CH:30][C:29]([C:32]2[CH:37]=[CH:36][C:35]([O:38][CH2:15][CH2:14][CH2:13][O:12][C:9]3[CH:10]=[CH:11][C:6]([CH2:5][C@H:4]([O:19][CH3:20])[C:3]([O:2][CH3:1])=[O:21])=[CH:7][C:8]=3[O:17][CH3:18])=[CH:34][CH:33]=2)=[CH:28][CH:27]=1)=[O:25], predict the reactants needed to synthesize it. (5) The reactants are: [OH:1][C:2]1[CH:14]=[CH:13][C:5]2[C:6]([CH2:9][C:10]([OH:12])=[O:11])=[CH:7][O:8][C:4]=2[CH:3]=1.S(=O)(=O)(O)O.[CH3:20]O. Given the product [OH:1][C:2]1[CH:14]=[CH:13][C:5]2[C:6]([CH2:9][C:10]([O:12][CH3:20])=[O:11])=[CH:7][O:8][C:4]=2[CH:3]=1, predict the reactants needed to synthesize it. (6) Given the product [CH2:1]([OH:10])[C@@H:2]([C@H:4]([C@@H:6]([CH2:8][OH:9])[OH:7])[OH:5])[OH:3].[CH2:11]([OH:33])[C@H:12]1[O:17][C@H:16]([O:18][C@@H:19]([C@H:24]([OH:29])[C@@H:25]([OH:28])[CH2:26][OH:27])[C@H:20]([OH:23])[CH2:21][OH:22])[C@H:15]([OH:30])[C@@H:14]([OH:31])[C@@H:13]1[OH:32], predict the reactants needed to synthesize it. The reactants are: [CH2:1]([OH:10])[C@@H:2]([C@H:4]([C@@H:6]([CH2:8][OH:9])[OH:7])[OH:5])[OH:3].[CH2:11]([OH:33])[C@H:12]1[O:17][C@H:16]([O:18][C@@H:19]([C@H:24]([OH:29])[C@@H:25]([OH:28])[CH2:26][OH:27])[C@H:20]([OH:23])[CH2:21][OH:22])[C@H:15]([OH:30])[C@@H:14]([OH:31])[C@@H:13]1[OH:32]. (7) Given the product [C:27]1([C:26]2[N:21]3[CH:22]=[CH:23][CH:24]=[CH:25][C:20]3=[N:19][C:18]=2[C:15]2[CH:14]=[CH:13][C:12]([C:8]3([NH2:7])[CH2:11][CH2:10][CH2:9]3)=[CH:17][CH:16]=2)[CH:28]=[CH:29][CH:30]=[CH:31][CH:32]=1, predict the reactants needed to synthesize it. The reactants are: C(OC(=O)[NH:7][C:8]1([C:12]2[CH:17]=[CH:16][C:15]([C:18]3[N:19]=[C:20]4[CH:25]=[CH:24][CH:23]=[CH:22][N:21]4[C:26]=3[C:27]3[CH:32]=[CH:31][CH:30]=[CH:29][CH:28]=3)=[CH:14][CH:13]=2)[CH2:11][CH2:10][CH2:9]1)(C)(C)C.Cl.O1CCOCC1. (8) Given the product [CH3:29][C:30]1([CH3:44])[CH2:35][CH2:34][N:33]([C:36]2[CH:37]=[CH:38][C:39]([CH2:40][NH:41][C:24]([C:20]3[N:21]([CH3:23])[CH:22]=[C:18]([NH:17][C:15]([C:10]4[C:9]([C:6]5[CH:5]=[CH:4][C:3]([C:2]([F:28])([F:1])[F:27])=[CH:8][CH:7]=5)=[CH:14][CH:13]=[CH:12][CH:11]=4)=[O:16])[CH:19]=3)=[O:26])=[CH:42][CH:43]=2)[CH2:32][CH2:31]1, predict the reactants needed to synthesize it. The reactants are: [F:1][C:2]([F:28])([F:27])[C:3]1[CH:8]=[CH:7][C:6]([C:9]2[C:10]([C:15]([NH:17][C:18]3[CH:19]=[C:20]([C:24]([OH:26])=O)[N:21]([CH3:23])[CH:22]=3)=[O:16])=[CH:11][CH:12]=[CH:13][CH:14]=2)=[CH:5][CH:4]=1.[CH3:29][C:30]1([CH3:44])[CH2:35][CH2:34][N:33]([C:36]2[CH:43]=[CH:42][C:39]([CH2:40][NH2:41])=[CH:38][CH:37]=2)[CH2:32][CH2:31]1.CN(C(ON1N=NC2C=CC=CC1=2)=[N+](C)C)C.[B-](F)(F)(F)F.C(N(CC)CC)C. (9) Given the product [CH2:1]([O:8][CH2:9][CH2:10][CH2:11][C@H:12]([C:21](=[N:46][O:45][CH3:44])[C:22]#[C:23][C:24]1[S:28][C:27]([CH2:29][CH:30]([CH3:32])[CH3:31])=[N:26][CH:25]=1)[CH2:13][C:14]([O:16][C:17]([CH3:20])([CH3:19])[CH3:18])=[O:15])[C:2]1[CH:7]=[CH:6][CH:5]=[CH:4][CH:3]=1, predict the reactants needed to synthesize it. The reactants are: [CH2:1]([O:8][CH2:9][CH2:10][CH2:11][C@H:12]([C:21](=O)[C:22]#[C:23][C:24]1[S:28][C:27]([CH2:29][CH:30]([CH3:32])[CH3:31])=[N:26][CH:25]=1)[CH2:13][C:14]([O:16][C:17]([CH3:20])([CH3:19])[CH3:18])=[O:15])[C:2]1[CH:7]=[CH:6][CH:5]=[CH:4][CH:3]=1.C(O)C.C(=O)([O-])[O-].[Na+].[Na+].[Cl-].[CH3:44][O:45][NH3+:46]. (10) Given the product [CH3:1][N:2]1[CH2:7][CH2:6][CH2:5][C:4]2([NH:12][C:11](=[O:13])[C:10]3[CH:14]=[C:15](/[CH:18]=[CH:19]/[C:20]([NH:22][OH:23])=[O:21])[CH:16]=[CH:17][C:9]=3[O:8]2)[CH2:3]1, predict the reactants needed to synthesize it. The reactants are: [CH3:1][N:2]1[CH2:7][CH2:6][CH2:5][C:4]2([NH:12][C:11](=[O:13])[C:10]3[CH:14]=[C:15](/[CH:18]=[CH:19]/[C:20]([NH:22][O:23]C4CCCCO4)=[O:21])[CH:16]=[CH:17][C:9]=3[O:8]2)[CH2:3]1.Cl.